Dataset: Catalyst prediction with 721,799 reactions and 888 catalyst types from USPTO. Task: Predict which catalyst facilitates the given reaction. (1) The catalyst class is: 53. Product: [Br:13][CH2:12][C:11]1[CH:10]=[CH:9][C:4]([C:5]([O:7][CH3:8])=[O:6])=[CH:3][C:2]=1[F:1]. Reactant: [F:1][C:2]1[CH:3]=[C:4]([CH:9]=[CH:10][C:11]=1[CH3:12])[C:5]([O:7][CH3:8])=[O:6].[Br:13]N1C(=O)CCC1=O.C(OOC(=O)C1C=CC=CC=1)(=O)C1C=CC=CC=1. (2) Reactant: [CH3:1][O:2][C:3]1[C:4]([CH3:27])=[C:5]([C:18]([O:25][CH3:26])=[C:19]([O:23][CH3:24])[C:20]=1[O:21][CH3:22])[CH2:6][C:7]1[CH:8]=[CH:9][C:10]([OH:17])=[C:11]([CH:16]=1)[C:12]([O:14][CH3:15])=[O:13].C(=O)([O-])[O-].[Na+].[Na+].Br[CH2:35][C:36]([O:38][C:39]([CH3:42])([CH3:41])[CH3:40])=[O:37]. Product: [CH3:1][O:2][C:3]1[C:4]([CH3:27])=[C:5]([C:18]([O:25][CH3:26])=[C:19]([O:23][CH3:24])[C:20]=1[O:21][CH3:22])[CH2:6][C:7]1[CH:8]=[CH:9][C:10]([O:17][CH2:35][C:36]([O:38][C:39]([CH3:42])([CH3:41])[CH3:40])=[O:37])=[C:11]([CH:16]=1)[C:12]([O:14][CH3:15])=[O:13]. The catalyst class is: 21. (3) Reactant: COC1C=CC(P2(SP(C3C=CC(OC)=CC=3)(=S)S2)=[S:10])=CC=1.O=[C:24]1[CH2:29][CH:28]([C:30]([O:32][CH3:33])=[O:31])[CH2:27][CH2:26][NH:25]1. Product: [NH:25]1[CH2:26][CH2:27][CH:28]([C:30]([O:32][CH3:33])=[O:31])[CH2:29][C:24]1=[S:10]. The catalyst class is: 11. (4) Reactant: [F:1][C:2]([F:27])([F:26])[C:3]1[CH:8]=[CH:7][C:6]([C:9]([C:16]2[CH:21]=[CH:20][C:19]([C:22]([F:25])([F:24])[F:23])=[CH:18][CH:17]=2)=[CH:10]/[CH:11]=[CH:12]/[C:13](O)=[O:14])=[CH:5][CH:4]=1.[NH:28]1[CH2:33][CH2:32][S:31][CH2:30][CH2:29]1.C(N(CC)CC)C.O. Product: [S:31]1[CH2:32][CH2:33][N:28]([C:13](=[O:14])/[CH:12]=[CH:11]/[CH:10]=[C:9]([C:16]2[CH:17]=[CH:18][C:19]([C:22]([F:23])([F:24])[F:25])=[CH:20][CH:21]=2)[C:6]2[CH:5]=[CH:4][C:3]([C:2]([F:26])([F:27])[F:1])=[CH:8][CH:7]=2)[CH2:29][CH2:30]1. The catalyst class is: 309. (5) Reactant: C(NC(C)C)(C)C.[Li]CCCC.[C:13]([O:18][CH2:19][CH3:20])(=[O:17])[CH:14]([CH3:16])[CH3:15].[Br:21][CH2:22][CH2:23][CH2:24]Br.[NH4+].[Cl-]. Product: [Br:21][CH2:22][CH2:23][CH2:24][C:14]([CH3:16])([CH3:15])[C:13]([O:18][CH2:19][CH3:20])=[O:17]. The catalyst class is: 1. (6) Reactant: CS(O[CH2:6][CH2:7][O:8][C@@H:9]1[C@@H:16]2[C@@H:12]([O:13][C:14]([CH3:18])([CH3:17])[O:15]2)[C@H:11]([N:19]2[C:23]3[N:24]=[C:25]([S:40][CH2:41][CH2:42][CH3:43])[N:26]=[C:27]([NH:28][C@@H:29]4[CH2:31][C@H:30]4[C:32]4[CH:37]=[CH:36][C:35]([F:38])=[C:34]([F:39])[CH:33]=4)[C:22]=3[N:21]=[N:20]2)[CH2:10]1)(=O)=O.[N-:44]=[N+:45]=[N-:46].[Na+].O. Product: [N:44]([CH2:6][CH2:7][O:8][C@@H:9]1[C@H:16]2[O:15][C:14]([CH3:18])([CH3:17])[O:13][C@H:12]2[C@H:11]([N:19]2[C:23]3[N:24]=[C:25]([S:40][CH2:41][CH2:42][CH3:43])[N:26]=[C:27]([NH:28][C@@H:29]4[CH2:31][C@H:30]4[C:32]4[CH:37]=[CH:36][C:35]([F:38])=[C:34]([F:39])[CH:33]=4)[C:22]=3[N:21]=[N:20]2)[CH2:10]1)=[N+:45]=[N-:46]. The catalyst class is: 3. (7) Reactant: Cl[C:2]1[C:7]([NH2:8])=[C:6]([Cl:9])[N:5]=[C:4]([NH2:10])[N:3]=1.[NH2:11][CH2:12][C:13]1[CH:18]=[CH:17][CH:16]=[CH:15][N:14]=1. Product: [Cl:9][C:6]1[N:5]=[C:4]([NH2:10])[N:3]=[C:2]([NH:11][CH2:12][C:13]2[CH:18]=[CH:17][CH:16]=[CH:15][N:14]=2)[C:7]=1[NH2:8]. The catalyst class is: 114.